Task: Predict the reactants needed to synthesize the given product.. Dataset: Full USPTO retrosynthesis dataset with 1.9M reactions from patents (1976-2016) Given the product [CH3:9][O:10][C:11]([C:13]1([C:29]2[CH:34]=[CH:33][C:32]([N+:35]([O-:37])=[O:36])=[CH:31][CH:30]=2)[CH2:18][CH2:17][O:16][CH2:15][CH2:14]1)=[O:12], predict the reactants needed to synthesize it. The reactants are: C([N-]C(C)C)(C)C.[Li+].[CH3:9][O:10][C:11]([CH:13]1[CH2:18][CH2:17][O:16][CH2:15][CH2:14]1)=[O:12].CN1CCCN(C)C1=O.F[C:29]1[CH:34]=[CH:33][C:32]([N+:35]([O-:37])=[O:36])=[CH:31][CH:30]=1.[NH4+].[Cl-].